Dataset: Reaction yield outcomes from USPTO patents with 853,638 reactions. Task: Predict the reaction yield, written as a fraction of the theoretical maximum amount of product (1.0 means a 100% yield; for example, 0.34 means a 34% yield). (1) The reactants are Cl[C:2]1[CH:11]=[N:10][C:9]2[C:4](=[CH:5][CH:6]=[C:7]([O:12][CH3:13])[CH:8]=2)[N:3]=1.[CH3:14][O:15][C:16]1[CH:21]=[C:20]([O:22][CH3:23])[CH:19]=[CH:18][C:17]=1[CH2:24][NH2:25].C(OCC)(=O)C. The catalyst is CS(C)=O. The product is [CH3:14][O:15][C:16]1[CH:21]=[C:20]([O:22][CH3:23])[CH:19]=[CH:18][C:17]=1[CH2:24][NH:25][C:2]1[CH:11]=[N:10][C:9]2[C:4](=[CH:5][CH:6]=[C:7]([O:12][CH3:13])[CH:8]=2)[N:3]=1. The yield is 0.870. (2) The reactants are [F:1][C:2]1[CH:3]=[C:4]2[C:9](=[C:10]([O:24][CH3:25])[C:11]=1[CH:12]([CH:18]1[CH2:23][CH2:22][NH:21][CH2:20][CH2:19]1)[C:13]([O:15]CC)=[O:14])[N:8]([CH2:26][C:27]([F:30])([F:29])[F:28])[CH:7]=[C:6]([C:31]([NH:33][CH2:34][C:35]1[CH:40]=[CH:39][C:38]([O:41][C:42]([F:45])([F:44])[F:43])=[CH:37][C:36]=1[CH3:46])=[O:32])[C:5]2=[O:47].[Li+].[OH-].Cl. The catalyst is O1CCOCC1.O.C(OCC)(=O)C. The product is [F:1][C:2]1[CH:3]=[C:4]2[C:9](=[C:10]([O:24][CH3:25])[C:11]=1[CH:12]([CH:18]1[CH2:19][CH2:20][NH:21][CH2:22][CH2:23]1)[C:13]([OH:15])=[O:14])[N:8]([CH2:26][C:27]([F:30])([F:28])[F:29])[CH:7]=[C:6]([C:31]([NH:33][CH2:34][C:35]1[CH:40]=[CH:39][C:38]([O:41][C:42]([F:43])([F:44])[F:45])=[CH:37][C:36]=1[CH3:46])=[O:32])[C:5]2=[O:47]. The yield is 0.940. (3) The reactants are [CH:1]1[NH:5][CH:4]=[C:3]2[C:6](=[O:10])[O:7][CH2:8][CH2:9][C:2]=12.CN(C)[CH:13]=[O:14].P(Cl)(Cl)(Cl)=O. The catalyst is ClCCl. The product is [O:10]=[C:6]1[C:3]2=[CH:4][NH:5][C:1]([CH:13]=[O:14])=[C:2]2[CH2:9][CH2:8][O:7]1. The yield is 0.580. (4) The reactants are [CH2:1]([N:8]([CH3:30])[C:9]1[N:10]=[C:11]([O:23][CH2:24][C:25]([O:27][CH2:28][CH3:29])=[O:26])[C:12]([C:21]#[N:22])=[C:13]2[CH2:18][C:17]([CH3:20])([CH3:19])[O:16][CH2:15][C:14]=12)[C:2]1[CH:7]=[CH:6][CH:5]=[CH:4][CH:3]=1.C(=O)([O-])[O-].[Cs+].[Cs+]. The catalyst is CN(C=O)C. The product is [NH2:22][C:21]1[C:12]2[C:11](=[N:10][C:9]([N:8]([CH2:1][C:2]3[CH:7]=[CH:6][CH:5]=[CH:4][CH:3]=3)[CH3:30])=[C:14]3[CH2:15][O:16][C:17]([CH3:20])([CH3:19])[CH2:18][C:13]3=2)[O:23][C:24]=1[C:25]([O:27][CH2:28][CH3:29])=[O:26]. The yield is 0.720. (5) The reactants are [Cl:1][C:2]1[CH:3]=[CH:4][C:5]([OH:25])=[C:6]([C:8]2[CH:9]=[CH:10][C:11]3[O:15][N:14]=[C:13]([NH:16]C(=O)OC(C)(C)C)[C:12]=3[CH:24]=2)[CH:7]=1.FC(F)(F)C(O)=O. The catalyst is ClCCl. The product is [NH2:16][C:13]1[C:12]2[CH:24]=[C:8]([C:6]3[CH:7]=[C:2]([Cl:1])[CH:3]=[CH:4][C:5]=3[OH:25])[CH:9]=[CH:10][C:11]=2[O:15][N:14]=1. The yield is 0.970. (6) The reactants are [Br:1][C:2]1[C:7]([N+:8]([O-])=O)=[CH:6][CH:5]=[CH:4][C:3]=1[F:11].[BH4-].[Na+].O. The catalyst is CO.Cl[Ni]Cl. The product is [Br:1][C:2]1[C:3]([F:11])=[CH:4][CH:5]=[CH:6][C:7]=1[NH2:8]. The yield is 0.700.